This data is from Full USPTO retrosynthesis dataset with 1.9M reactions from patents (1976-2016). The task is: Predict the reactants needed to synthesize the given product. (1) Given the product [CH3:19][C@H:17]1[NH:18][C:24](=[O:26])[N:15]([C:12]2[CH:13]=[CH:14][C:9]([O:8][C:5]3[CH:6]=[CH:7][C:2]([CH3:1])=[C:3]([O:21][CH3:22])[CH:4]=3)=[CH:10][CH:11]=2)[C:16]1=[O:20], predict the reactants needed to synthesize it. The reactants are: [CH3:1][C:2]1[CH:7]=[CH:6][C:5]([O:8][C:9]2[CH:14]=[CH:13][C:12]([NH:15][C:16](=[O:20])[C@@H:17]([CH3:19])[NH2:18])=[CH:11][CH:10]=2)=[CH:4][C:3]=1[O:21][CH3:22].Cl[C:24](Cl)([O:26]C(=O)OC(Cl)(Cl)Cl)Cl. (2) Given the product [OH:1][C:2]1[C:11]2[C:6](=[CH:7][CH:8]=[CH:9][CH:10]=2)[N:5]([CH2:12][CH2:13][CH:14]([CH3:16])[CH3:15])[C:4](=[O:17])[C:3]=1[C:18]1[NH:23][C:22]2[CH:24]=[CH:25][C:26](/[CH:33]=[CH:32]/[C:31]([NH2:35])=[O:34])=[CH:27][C:21]=2[S:20](=[O:30])(=[O:29])[N:19]=1, predict the reactants needed to synthesize it. The reactants are: [OH:1][C:2]1[C:11]2[C:6](=[CH:7][CH:8]=[CH:9][CH:10]=2)[N:5]([CH2:12][CH2:13][CH:14]([CH3:16])[CH3:15])[C:4](=[O:17])[C:3]=1[C:18]1[NH:23][C:22]2[CH:24]=[CH:25][C:26](I)=[CH:27][C:21]=2[S:20](=[O:30])(=[O:29])[N:19]=1.[C:31]([NH2:35])(=[O:34])[CH:32]=[CH2:33].C([O-])(=O)C.[Na+].CN(C)C=O. (3) Given the product [C:1]([O:5][C:6]([N:8]([CH2:25][CH2:26][CH3:27])[CH:9]1[CH2:10][N:11]([C:13]([O:15][CH2:16][C:17]2[CH:22]=[CH:21][CH:20]=[CH:19][CH:18]=2)=[O:14])[CH2:12]1)=[O:7])([CH3:4])([CH3:2])[CH3:3], predict the reactants needed to synthesize it. The reactants are: [C:1]([O:5][C:6]([NH:8][CH:9]1[CH2:12][N:11]([C:13]([O:15][CH2:16][C:17]2[CH:22]=[CH:21][CH:20]=[CH:19][CH:18]=2)=[O:14])[CH2:10]1)=[O:7])([CH3:4])([CH3:3])[CH3:2].[H-].[Na+].[CH2:25](I)[CH2:26][CH3:27].CN(C=O)C.